Dataset: Full USPTO retrosynthesis dataset with 1.9M reactions from patents (1976-2016). Task: Predict the reactants needed to synthesize the given product. (1) The reactants are: COC1C=C([NH:9][C:10](=[O:15])[C:11]([CH3:14])([CH3:13])[CH3:12])C=CC=1.[Li][CH2:17][CH2:18][CH2:19]C.[O:21]1[CH2:23][CH2:22]1.[CH2:24]1[CH2:28][O:27][CH2:26][CH2:25]1. Given the product [OH:21][CH2:22][CH2:23][C:17]1[C:28]([O:27][CH3:26])=[CH:24][CH:25]=[CH:19][C:18]=1[CH2:14][C:11]([CH3:12])([CH3:13])[C:10]([NH2:9])=[O:15], predict the reactants needed to synthesize it. (2) Given the product [C:60]([C:58]1[CH:57]=[C:45]([CH:44]=[C:43]([NH:42][C:38]2[N:37]=[C:36]([O:35][C:28]3[C:29]4[C:34](=[CH:33][CH:32]=[CH:31][CH:30]=4)[C:25]([NH:24][C:8]([NH:9][C:10]4[CH:15]=[C:14]([N:16]5[CH2:17][CH2:18][O:19][CH2:20][CH2:21]5)[CH:13]=[C:12]([F:22])[CH:11]=4)=[O:23])=[CH:26][CH:27]=3)[CH:41]=[CH:40][N:39]=2)[CH:59]=1)[C:46]([NH:48][CH2:49][CH2:50][N:51]1[CH2:52][CH2:53][O:54][CH2:55][CH2:56]1)=[O:47])#[CH:61], predict the reactants needed to synthesize it. The reactants are: C1(O[C:8](=[O:23])[NH:9][C:10]2[CH:15]=[C:14]([N:16]3[CH2:21][CH2:20][O:19][CH2:18][CH2:17]3)[CH:13]=[C:12]([F:22])[CH:11]=2)C=CC=CC=1.[NH2:24][C:25]1[C:34]2[C:29](=[CH:30][CH:31]=[CH:32][CH:33]=2)[C:28]([O:35][C:36]2[CH:41]=[CH:40][N:39]=[C:38]([NH:42][C:43]3[CH:44]=[C:45]([CH:57]=[C:58]([C:60]#[CH:61])[CH:59]=3)[C:46]([NH:48][CH2:49][CH2:50][N:51]3[CH2:56][CH2:55][O:54][CH2:53][CH2:52]3)=[O:47])[N:37]=2)=[CH:27][CH:26]=1.CCN(CC)CC.